From a dataset of NCI-60 drug combinations with 297,098 pairs across 59 cell lines. Regression. Given two drug SMILES strings and cell line genomic features, predict the synergy score measuring deviation from expected non-interaction effect. (1) Drug 1: CS(=O)(=O)C1=CC(=C(C=C1)C(=O)NC2=CC(=C(C=C2)Cl)C3=CC=CC=N3)Cl. Drug 2: C1CC(=O)NC(=O)C1N2C(=O)C3=CC=CC=C3C2=O. Cell line: OVCAR-8. Synergy scores: CSS=10.8, Synergy_ZIP=2.53, Synergy_Bliss=10.5, Synergy_Loewe=6.37, Synergy_HSA=9.50. (2) Drug 1: CCN(CC)CCNC(=O)C1=C(NC(=C1C)C=C2C3=C(C=CC(=C3)F)NC2=O)C. Drug 2: CCC1(CC2CC(C3=C(CCN(C2)C1)C4=CC=CC=C4N3)(C5=C(C=C6C(=C5)C78CCN9C7C(C=CC9)(C(C(C8N6C)(C(=O)OC)O)OC(=O)C)CC)OC)C(=O)OC)O.OS(=O)(=O)O. Cell line: UACC-257. Synergy scores: CSS=-0.0190, Synergy_ZIP=-1.30, Synergy_Bliss=-1.56, Synergy_Loewe=-0.348, Synergy_HSA=-1.21. (3) Drug 1: CCC1=CC2CC(C3=C(CN(C2)C1)C4=CC=CC=C4N3)(C5=C(C=C6C(=C5)C78CCN9C7C(C=CC9)(C(C(C8N6C)(C(=O)OC)O)OC(=O)C)CC)OC)C(=O)OC.C(C(C(=O)O)O)(C(=O)O)O. Drug 2: CC12CCC3C(C1CCC2O)C(CC4=C3C=CC(=C4)O)CCCCCCCCCS(=O)CCCC(C(F)(F)F)(F)F. Cell line: PC-3. Synergy scores: CSS=38.2, Synergy_ZIP=1.66, Synergy_Bliss=1.72, Synergy_Loewe=-17.1, Synergy_HSA=2.12. (4) Drug 1: CC(C1=C(C=CC(=C1Cl)F)Cl)OC2=C(N=CC(=C2)C3=CN(N=C3)C4CCNCC4)N. Drug 2: C1C(C(OC1N2C=NC3=C(N=C(N=C32)Cl)N)CO)O. Cell line: HCT116. Synergy scores: CSS=30.1, Synergy_ZIP=-4.90, Synergy_Bliss=-0.517, Synergy_Loewe=-5.50, Synergy_HSA=-1.18. (5) Drug 1: CN1CCC(CC1)COC2=C(C=C3C(=C2)N=CN=C3NC4=C(C=C(C=C4)Br)F)OC. Drug 2: C1C(C(OC1N2C=NC3=C2NC=NCC3O)CO)O. Cell line: HOP-62. Synergy scores: CSS=7.31, Synergy_ZIP=-0.184, Synergy_Bliss=4.20, Synergy_Loewe=4.23, Synergy_HSA=3.85.